This data is from Full USPTO retrosynthesis dataset with 1.9M reactions from patents (1976-2016). The task is: Predict the reactants needed to synthesize the given product. The reactants are: [C:1]([O:5][C:6]([NH:8][CH:9]([CH2:14][CH2:15][CH:16](OS(C)(=O)=O)[CH2:17][NH:18][C:19]([O:21][CH2:22][C:23]1[CH:28]=[CH:27][C:26]([N+:29]([O-:31])=[O:30])=[CH:25][CH:24]=1)=[O:20])[C:10]([O:12][CH3:13])=[O:11])=[O:7])([CH3:4])([CH3:3])[CH3:2].[C:37]([O-:40])(=[S:39])[CH3:38].[K+].O. Given the product [CH3:13][O:12][C:10](=[O:11])[CH:9]([NH:8][C:6]([O:5][C:1]([CH3:4])([CH3:3])[CH3:2])=[O:7])[CH2:14][CH2:15][CH:16]([S:39][C:37](=[O:40])[CH3:38])[CH2:17][NH:18][C:19]([O:21][CH2:22][C:23]1[CH:28]=[CH:27][C:26]([N+:29]([O-:31])=[O:30])=[CH:25][CH:24]=1)=[O:20], predict the reactants needed to synthesize it.